Dataset: Retrosynthesis with 50K atom-mapped reactions and 10 reaction types from USPTO. Task: Predict the reactants needed to synthesize the given product. Given the product Nc1ccc([N+](=O)[O-])c2c1CCCC2, predict the reactants needed to synthesize it. The reactants are: CC(=O)Nc1ccc([N+](=O)[O-])c2c1CCCC2.